From a dataset of Reaction yield outcomes from USPTO patents with 853,638 reactions. Predict the reaction yield, written as a fraction of the theoretical maximum amount of product (1.0 means a 100% yield; for example, 0.34 means a 34% yield). (1) The reactants are [CH2:1]([C:5]1[C:6]([C:29]2[CH:34]=[CH:33][CH:32]=[CH:31][CH:30]=2)=[C:7]([O:17][C:18]2[CH:23]=[CH:22][C:21](/[CH:24]=[CH:25]/[C:26]([OH:28])=[O:27])=[CH:20][CH:19]=2)[C:8]2[C:13]([CH:14]=1)=[CH:12][C:11]([O:15]C)=[CH:10][CH:9]=2)[CH2:2][CH2:3][CH3:4].B(Br)(Br)Br. The catalyst is C(Cl)Cl. The product is [CH2:1]([C:5]1[C:6]([C:29]2[CH:30]=[CH:31][CH:32]=[CH:33][CH:34]=2)=[C:7]([O:17][C:18]2[CH:23]=[CH:22][C:21](/[CH:24]=[CH:25]/[C:26]([OH:28])=[O:27])=[CH:20][CH:19]=2)[C:8]2[C:13]([CH:14]=1)=[CH:12][C:11]([OH:15])=[CH:10][CH:9]=2)[CH2:2][CH2:3][CH3:4]. The yield is 0.650. (2) The reactants are [C:1]1([C:7]2[C:14]3[S:13][C:12]([NH2:15])=[N:11][C:10]=3[NH:9][N:8]=2)[CH:6]=[CH:5][CH:4]=[CH:3][CH:2]=1.[Cl:16][C:17]1[S:18][C:19]([C:23](Cl)=[O:24])=[C:20]([CH3:22])[N:21]=1.C1(C)C=CC=CC=1.C(O)C(N)(CO)CO. The catalyst is CN(C1C=CN=CC=1)C.C1COCC1. The product is [C:1]1([C:7]2[C:14]3[S:13][C:12]([NH:15][C:23]([C:19]4[S:18][C:17]([Cl:16])=[N:21][C:20]=4[CH3:22])=[O:24])=[N:11][C:10]=3[NH:9][N:8]=2)[CH:2]=[CH:3][CH:4]=[CH:5][CH:6]=1. The yield is 0.210. (3) The reactants are [I:1]I.N1C=CN=C1.C1(P(C2C=CC=CC=2)C2C=CC=CC=2)C=CC=CC=1.[C:27]([O:31][C:32](=[O:44])[NH:33][C@H:34]([CH2:42]O)[CH2:35][C:36]1[CH:41]=[CH:40][CH:39]=[CH:38][CH:37]=1)([CH3:30])([CH3:29])[CH3:28]. The catalyst is ClCCl. The product is [C:27]([O:31][C:32](=[O:44])[NH:33][C@H:34]([CH2:42][I:1])[CH2:35][C:36]1[CH:41]=[CH:40][CH:39]=[CH:38][CH:37]=1)([CH3:30])([CH3:29])[CH3:28]. The yield is 0.700. (4) The reactants are [CH3:1][CH2:2][O:3][C:4]([CH:6]1[CH2:10][CH2:9][CH:8]([CH2:11][N:12]([CH2:17][C:18]([O:20]C(C)(C)C)=[O:19])[C:13]([O:15][CH3:16])=[O:14])[N:7]1C(OC(C)(C)C)=O)=[O:5].Cl. The catalyst is O1CCOCC1. The product is [CH2:2]([O:3][C:4]([CH:6]1[CH2:10][CH2:9][CH:8]([CH2:11][N:12]([CH2:17][C:18]([OH:20])=[O:19])[C:13]([O:15][CH3:16])=[O:14])[NH:7]1)=[O:5])[CH3:1]. The yield is 1.00. (5) The reactants are C[O:2][C:3](=[O:22])[CH:4]([C:14]1[CH:19]=[CH:18][C:17]([Cl:20])=[C:16]([Cl:21])[CH:15]=1)[CH2:5][NH:6][C:7]([O:9][C:10]([CH3:13])([CH3:12])[CH3:11])=[O:8].[OH-].[Li+]. The catalyst is O1CCCC1.O. The product is [C:10]([O:9][C:7]([NH:6][CH2:5][CH:4]([C:14]1[CH:19]=[CH:18][C:17]([Cl:20])=[C:16]([Cl:21])[CH:15]=1)[C:3]([OH:22])=[O:2])=[O:8])([CH3:13])([CH3:11])[CH3:12]. The yield is 0.890. (6) The reactants are [C:9](O[C:9]([O:11][C:12]([CH3:15])([CH3:14])[CH3:13])=[O:10])([O:11][C:12]([CH3:15])([CH3:14])[CH3:13])=[O:10].[CH2:16]([N:23]1[CH:28]2[CH2:29][CH2:30][CH:24]1[CH2:25][NH:26][CH2:27]2)[C:17]1[CH:22]=[CH:21][CH:20]=[CH:19][CH:18]=1.C([O-])(O)=O.[Na+]. The catalyst is O1CCCC1.O.CCOC(C)=O. The product is [C:12]([O:11][C:9]([N:26]1[CH2:27][CH:28]2[N:23]([CH2:16][C:17]3[CH:22]=[CH:21][CH:20]=[CH:19][CH:18]=3)[CH:24]([CH2:30][CH2:29]2)[CH2:25]1)=[O:10])([CH3:13])([CH3:14])[CH3:15]. The yield is 0.590. (7) The reactants are [N:1]1([C:7](=[O:12])[CH2:8][C:9](=[O:11])[CH3:10])[CH2:6][CH2:5][O:4][CH2:3][CH2:2]1.[Br:13]N1C(=O)CCC1=O. The catalyst is ClCCCl. The product is [Br:13][CH:8]([C:9](=[O:11])[CH3:10])[C:7]([N:1]1[CH2:6][CH2:5][O:4][CH2:3][CH2:2]1)=[O:12]. The yield is 0.981.